This data is from Peptide-MHC class I binding affinity with 185,985 pairs from IEDB/IMGT. The task is: Regression. Given a peptide amino acid sequence and an MHC pseudo amino acid sequence, predict their binding affinity value. This is MHC class I binding data. (1) The peptide sequence is NFLGGTTVCL. The MHC is Patr-A0901 with pseudo-sequence Patr-A0901. The binding affinity (normalized) is 0.607. (2) The peptide sequence is IRKVEWPDL. The MHC is HLA-A02:16 with pseudo-sequence HLA-A02:16. The binding affinity (normalized) is 0.331. (3) The peptide sequence is MQKFTILEY. The MHC is HLA-B15:01 with pseudo-sequence HLA-B15:01. The binding affinity (normalized) is 0.785. (4) The MHC is HLA-A02:06 with pseudo-sequence HLA-A02:06. The binding affinity (normalized) is 0.0801. The peptide sequence is RRARSLSAERY. (5) The peptide sequence is RWGFRSGVP. The MHC is HLA-A24:02 with pseudo-sequence HLA-A24:02. The binding affinity (normalized) is 0.101.